Task: Predict which catalyst facilitates the given reaction.. Dataset: Catalyst prediction with 721,799 reactions and 888 catalyst types from USPTO (1) Reactant: [CH3:1][O:2][C:3]1[CH:8]=[CH:7][CH:6]=[CH:5][C:4]=1[N:9]1[CH2:14][CH2:13][N:12]([CH2:15][CH2:16][CH2:17][N:18]2[C:22](=[O:23])[CH:21]=[C:20]([CH3:24])[C:19]2=[O:25])[CH2:11][CH2:10]1.[C:26]1([CH:32]([NH2:34])[CH3:33])[CH:31]=[CH:30][CH:29]=[CH:28][CH:27]=1. Product: [CH3:1][O:2][C:3]1[CH:8]=[CH:7][CH:6]=[CH:5][C:4]=1[N:9]1[CH2:14][CH2:13][N:12]([CH2:15][CH2:16][CH2:17][N:18]2[C:22](=[O:23])[CH:21]([NH:34][CH:32]([C:26]3[CH:31]=[CH:30][CH:29]=[CH:28][CH:27]=3)[CH3:33])[CH:20]([CH3:24])[C:19]2=[O:25])[CH2:11][CH2:10]1. The catalyst class is: 5. (2) Product: [CH3:2][N:3]([CH3:10])[CH2:4]/[CH:5]=[CH:6]/[C:7]([N:11]1[CH2:15][CH2:14][C@H:13]([O:16][C:17]2[C:26]3[C:21](=[CH:22][CH:23]=[CH:24][CH:25]=3)[CH:20]=[C:19]([C:27]3[NH:31][C:30](=[O:32])[NH:29][N:28]=3)[N:18]=2)[CH2:12]1)=[O:8]. Reactant: Cl.[CH3:2][N:3]([CH3:10])[CH2:4]/[CH:5]=[CH:6]/[C:7](O)=[O:8].[NH:11]1[CH2:15][CH2:14][C@H:13]([O:16][C:17]2[C:26]3[C:21](=[CH:22][CH:23]=[CH:24][CH:25]=3)[CH:20]=[C:19]([C:27]3[NH:31][C:30](=[O:32])[NH:29][N:28]=3)[N:18]=2)[CH2:12]1.CN(C(ON1N=NC2C=CC=NC1=2)=[N+](C)C)C.F[P-](F)(F)(F)(F)F.CCN(C(C)C)C(C)C. The catalyst class is: 91. (3) Reactant: [C:1]([O:5][C:6]([N:8]1[CH2:13][C@@H:12]([C:14]([O:16][CH3:17])=[O:15])[CH2:11][C@@H:10](C(O)=O)[CH2:9]1)=[O:7])([CH3:4])([CH3:3])[CH3:2].C1(P([N:35]=[N+]=[N-])(C2C=CC=CC=2)=O)C=CC=CC=1.C(N(CC)CC)C.C(O)C1C=CC=CC=1. Product: [NH2:35][C@@H:10]1[CH2:9][N:8]([C:6]([O:5][C:1]([CH3:4])([CH3:3])[CH3:2])=[O:7])[CH2:13][C@H:12]([C:14]([O:16][CH3:17])=[O:15])[CH2:11]1. The catalyst class is: 11. (4) Reactant: [Br:1][C:2]1[CH:3]=[CH:4][C:5]2[O:14][CH2:13][CH2:12][N:11]3[C:7](=[N:8][C:9](I)=[CH:10]3)[C:6]=2[CH:16]=1.[CH3:17][C:18]1[CH:23]=[CH:22][N:21]=[C:20]([Sn](CCCC)(CCCC)CCCC)[CH:19]=1. Product: [Br:1][C:2]1[CH:3]=[CH:4][C:5]2[O:14][CH2:13][CH2:12][N:11]3[C:7](=[N:8][C:9]([C:20]4[CH:19]=[C:18]([CH3:17])[CH:23]=[CH:22][N:21]=4)=[CH:10]3)[C:6]=2[CH:16]=1. The catalyst class is: 870. (5) Reactant: [CH2:1]([O:5][C:6](=[O:36])[NH:7][C:8]1[CH:13]=[CH:12][C:11]([C:14]2[CH:15]=[N:16][C:17]3[N:18]([N:21]=[CH:22][C:23]=3[C:24]3[CH:29]=[CH:28][C:27]([N:30]4[CH2:35][CH2:34][NH:33][CH2:32][CH2:31]4)=[CH:26][CH:25]=3)[C:19]=2[NH2:20])=[CH:10][CH:9]=1)[CH:2]([CH3:4])[CH3:3].[C:37]([NH:47][C@H:48]([C:52](O)=[O:53])[CH:49]([CH3:51])[CH3:50])([O:39][CH2:40][C:41]1[CH:46]=[CH:45][CH:44]=[CH:43][CH:42]=1)=[O:38].OC1C2N=NNC=2C=CC=1.C(=O)([O-])[O-].[Na+].[Na+]. Product: [CH2:1]([O:5][C:6](=[O:36])[NH:7][C:8]1[CH:9]=[CH:10][C:11]([C:14]2[CH:15]=[N:16][C:17]3[N:18]([N:21]=[CH:22][C:23]=3[C:24]3[CH:29]=[CH:28][C:27]([N:30]4[CH2:35][CH2:34][N:33]([C:52](=[O:53])[C@@H:48]([NH:47][C:37]([O:39][CH2:40][C:41]5[CH:42]=[CH:43][CH:44]=[CH:45][CH:46]=5)=[O:38])[CH:49]([CH3:51])[CH3:50])[CH2:32][CH2:31]4)=[CH:26][CH:25]=3)[C:19]=2[NH2:20])=[CH:12][CH:13]=1)[CH:2]([CH3:4])[CH3:3]. The catalyst class is: 571. (6) Reactant: [NH2:1][C:2]1[C:7]([N+:8]([O-:10])=[O:9])=[CH:6][CH:5]=[CH:4][C:3]=1[OH:11].[C:12](=O)([O-])[O-].[K+].[K+].CI. Product: [CH3:12][O:11][C:3]1[CH:4]=[CH:5][CH:6]=[C:7]([N+:8]([O-:10])=[O:9])[C:2]=1[NH2:1]. The catalyst class is: 131. (7) Reactant: C1(P(C2C=CC=CC=2)C2C=CC=CC=2)C=CC=CC=1.[Br:20]N1C(=O)CCC1=O.[CH:28]1[C:37]2[C:32](=[CH:33][CH:34]=[CH:35][CH:36]=2)[CH:31]=[CH:30][C:29]=1[CH2:38][CH2:39]O.N1C=CN=C1. Product: [Br:20][CH2:39][CH2:38][C:29]1[CH:30]=[CH:31][C:32]2[C:37](=[CH:36][CH:35]=[CH:34][CH:33]=2)[CH:28]=1. The catalyst class is: 4.